Predict the reactants needed to synthesize the given product. From a dataset of Full USPTO retrosynthesis dataset with 1.9M reactions from patents (1976-2016). (1) Given the product [Cl:1][C:2]1[N:3]=[CH:4][C:5]2[CH2:10][N:11]([C:12]3[CH:17]=[C:16]([N+:18]([O-:19])=[O:34])[C:15]([F:21])=[CH:14][C:13]=3[CH3:22])[C:30](=[O:31])[N:8]([CH3:9])[C:6]=2[CH:7]=1, predict the reactants needed to synthesize it. The reactants are: [Cl:1][C:2]1[CH:7]=[C:6]([NH:8][CH3:9])[C:5]([CH2:10][NH:11][C:12]2[CH:17]=[C:16]([N+:18]([O-])=[O:19])[C:15]([F:21])=[CH:14][C:13]=2[CH3:22])=[CH:4][N:3]=1.CCN(CC)CC.[C:30](Cl)(Cl)=[O:31].[OH2:34]. (2) The reactants are: [C:1]([O:5][C:6]([N:8]1[CH2:12][CH2:11][CH:10]([OH:13])[CH2:9]1)=[O:7])([CH3:4])([CH3:3])[CH3:2].[H-].[Na+].I[CH3:17]. Given the product [C:1]([O:5][C:6]([N:8]1[CH2:12][CH2:11][CH:10]([O:13][CH3:17])[CH2:9]1)=[O:7])([CH3:4])([CH3:2])[CH3:3], predict the reactants needed to synthesize it. (3) Given the product [C:1]([NH:5][C:6]1[C:7]([CH3:42])=[C:8]([CH:39]=[CH:40][CH:41]=1)[O:9][C:10]1[C:11]([C:27]([NH2:29])=[O:28])=[C:12]([NH:18][C:19]2[CH:24]=[CH:23][C:22]([I:25])=[CH:21][C:20]=2[F:26])[N:13]([CH3:17])[C:14](=[O:16])[CH:15]=1)(=[O:4])[CH2:2][CH3:3], predict the reactants needed to synthesize it. The reactants are: [C:1]([NH:5][C:6]1[C:7]([CH3:42])=[C:8]([CH:39]=[CH:40][CH:41]=1)[O:9][C:10]1[C:11]([C:27]([NH:29]CC2C=CC(OC)=CC=2)=[O:28])=[C:12]([NH:18][C:19]2[CH:24]=[CH:23][C:22]([I:25])=[CH:21][C:20]=2[F:26])[N:13]([CH3:17])[C:14](=[O:16])[CH:15]=1)(=[O:4])[CH2:2][CH3:3].[Cl-].[Al+3].[Cl-].[Cl-].O.Cl. (4) Given the product [Br:1][C:2]1[CH:3]=[C:4]([N:8]([C:9]2[CH:10]=[CH:11][CH:12]=[CH:13][CH:14]=2)[CH2:20][CH2:19][NH:18][C:16](=[O:17])[CH3:15])[CH:5]=[CH:6][CH:7]=1, predict the reactants needed to synthesize it. The reactants are: [Br:1][C:2]1[CH:3]=[C:4]([NH:8][C:9]2[CH:14]=[CH:13][CH:12]=[CH:11][CH:10]=2)[CH:5]=[CH:6][CH:7]=1.[CH3:15][C:16]([NH:18][CH2:19][CH2:20]C1C2C=C(OC)C=CC=2NC=1)=[O:17]. (5) Given the product [C:16]1([CH2:15][N:1]2[CH:5]=[C:4]([C:6]3[CH:11]=[C:10]([C:12]#[N:13])[CH:9]=[CH:8][N:7]=3)[N:3]=[CH:2]2)[C:25]2[C:20](=[CH:21][CH:22]=[CH:23][CH:24]=2)[CH:19]=[CH:18][CH:17]=1, predict the reactants needed to synthesize it. The reactants are: [NH:1]1[CH:5]=[C:4]([C:6]2[CH:11]=[C:10]([C:12]#[N:13])[CH:9]=[CH:8][N:7]=2)[N:3]=[CH:2]1.Br[CH2:15][C:16]1[C:25]2[C:20](=[CH:21][CH:22]=[CH:23][CH:24]=2)[CH:19]=[CH:18][CH:17]=1. (6) The reactants are: [C:1]([O:5][C:6]([N:8]1[CH2:13][CH2:12][N:11]([C:14]2[CH:19]=[C:18](Cl)[N:17]=[C:16]([S:21]([CH3:24])(=[O:23])=[O:22])[N:15]=2)[CH2:10][CH2:9]1)=[O:7])([CH3:4])([CH3:3])[CH3:2].C(O)C.[F:28][C:29]([F:40])([F:39])[C:30]1[CH:31]=[C:32](B(O)O)[CH:33]=[CH:34][CH:35]=1.C(=O)([O-])[O-].[Na+].[Na+]. Given the product [C:1]([O:5][C:6]([N:8]1[CH2:13][CH2:12][N:11]([C:14]2[CH:19]=[C:18]([C:34]3[CH:33]=[CH:32][CH:31]=[C:30]([C:29]([F:40])([F:39])[F:28])[CH:35]=3)[N:17]=[C:16]([S:21]([CH3:24])(=[O:23])=[O:22])[N:15]=2)[CH2:10][CH2:9]1)=[O:7])([CH3:4])([CH3:3])[CH3:2], predict the reactants needed to synthesize it. (7) Given the product [Cl:1][C:2]1[CH:10]=[C:9]([Cl:11])[CH:8]=[CH:7][C:3]=1[C:4]([NH:20][CH2:19][CH:18]([C:12]1[CH:13]=[CH:14][CH:15]=[CH:16][CH:17]=1)[C:21]1[CH:22]=[N:23][C:24]([C:27]([F:30])([F:28])[F:29])=[CH:25][CH:26]=1)=[O:6], predict the reactants needed to synthesize it. The reactants are: [Cl:1][C:2]1[CH:10]=[C:9]([Cl:11])[CH:8]=[CH:7][C:3]=1[C:4]([OH:6])=O.[C:12]1([CH:18]([C:21]2[CH:22]=[N:23][C:24]([C:27]([F:30])([F:29])[F:28])=[CH:25][CH:26]=2)[CH2:19][NH2:20])[CH:17]=[CH:16][CH:15]=[CH:14][CH:13]=1. (8) Given the product [F:1][C:2]([F:7])([F:6])[CH2:3][CH2:4][O:5][C:9]1[N:10]=[C:11]([OH:19])[C:12]2[CH:18]=[CH:17][N:16]=[CH:15][C:13]=2[N:14]=1, predict the reactants needed to synthesize it. The reactants are: [F:1][C:2]([F:7])([F:6])[CH2:3][CH2:4][OH:5].Cl[C:9]1[N:10]=[C:11]([OH:19])[C:12]2[CH:18]=[CH:17][N:16]=[CH:15][C:13]=2[N:14]=1. (9) Given the product [CH2:3]1[CH:7]([CH2:8][CH2:9][CH2:10][CH2:11][C:12]([OH:14])=[O:13])[S:6][S:5][CH2:4]1.[CH2:70]([OH:71])[C@H:51]1[O:52][C@@H:53]2[O:58][C@H:59]3[C@H:65]([OH:66])[C@@H:64]([OH:67])[C@@H:62]([O:63][C@H:17]4[C@H:18]([OH:79])[C@@H:19]([OH:78])[C@@H:20]([O:22][C@H:23]5[C@H:28]([OH:29])[C@@H:27]([OH:30])[C@@H:26]([O:31][C@H:32]6[C@H:37]([OH:38])[C@@H:36]([OH:39])[C@@H:35]([O:40][C@H:41]7[C@H:46]([OH:47])[C@@H:45]([OH:48])[C@@H:44]([O:49][C@H:50]1[C@H:55]([OH:56])[C@H:54]2[OH:57])[O:43][C@@H:42]7[CH2:72][OH:73])[O:34][C@@H:33]6[CH2:74][OH:75])[O:25][C@@H:24]5[CH2:76][OH:77])[O:21][C@@H:16]4[CH2:15][OH:80])[O:61][C@@H:60]3[CH2:68][OH:69], predict the reactants needed to synthesize it. The reactants are: [OH-].[K+].[CH2:3]1[CH:7]([CH2:8][CH2:9][CH2:10][CH2:11][C:12]([OH:14])=[O:13])[S:6][S:5][CH2:4]1.[CH2:15]([OH:80])[C@H:16]1[O:21][C@@H:20]2[O:22][C@H:23]3[C@H:28]([OH:29])[C@@H:27]([OH:30])[C@@H:26]([O:31][C@H:32]4[C@H:37]([OH:38])[C@@H:36]([OH:39])[C@@H:35]([O:40][C@H:41]5[C@H:46]([OH:47])[C@@H:45]([OH:48])[C@@H:44]([O:49][C@H:50]6[C@H:55]([OH:56])[C@@H:54]([OH:57])[C@@H:53]([O:58][C@H:59]7[C@H:65]([OH:66])[C@@H:64]([OH:67])[C@@H:62]([O:63][C@H:17]1[C@H:18]([OH:79])[C@H:19]2[OH:78])[O:61][C@@H:60]7[CH2:68][OH:69])[O:52][C@@H:51]6[CH2:70][OH:71])[O:43][C@@H:42]5[CH2:72][OH:73])[O:34][C@@H:33]4[CH2:74][OH:75])[O:25][C@@H:24]3[CH2:76][OH:77].Cl.